Dataset: Reaction yield outcomes from USPTO patents with 853,638 reactions. Task: Predict the reaction yield, written as a fraction of the theoretical maximum amount of product (1.0 means a 100% yield; for example, 0.34 means a 34% yield). (1) The reactants are C([O:3][CH:4](OCC)[C:5]1[CH:10]=[CH:9][C:8]([CH:11]2[NH:23][C:21]3[C:22]4[C:13](=[N:14][NH:15][C:16](=[O:24])[C:17]=4[CH:18]=[CH:19][CH:20]=3)[CH:12]2[C:25]2[CH:30]=[CH:29][C:28]([F:31])=[CH:27][CH:26]=2)=[CH:7][CH:6]=1)C.C(=O)([O-])[O-].[K+].[K+]. The catalyst is O. The product is [F:31][C:28]1[CH:27]=[CH:26][C:25]([CH:12]2[C:13]3=[N:14][NH:15][C:16](=[O:24])[C:17]4[CH:18]=[CH:19][CH:20]=[C:21]([C:22]=43)[NH:23][CH:11]2[C:8]2[CH:7]=[CH:6][C:5]([CH:4]=[O:3])=[CH:10][CH:9]=2)=[CH:30][CH:29]=1. The yield is 0.980. (2) The yield is 0.500. The catalyst is O. The product is [Br:1][C:2]1[C:3]2[C:4](=[N:9][N:11]([C:12]3[CH:17]=[CH:16][CH:15]=[CH:14][CH:13]=3)[N:10]=2)[C:5]([Br:8])=[CH:6][CH:7]=1. The reactants are [Br:1][C:2]1[C:3]([N:10]=[N:11][C:12]2[CH:17]=[CH:16][CH:15]=[CH:14][CH:13]=2)=[C:4]([NH2:9])[C:5]([Br:8])=[CH:6][CH:7]=1.C(O)(=O)C.C(O)(=O)C.IC1C=CC=CC=1.C(O)(=O)C. (3) The yield is 0.924. The catalyst is CN(C=O)C. The reactants are [F:1][C:2]1[CH:3]=[C:4]([C@@H:9]2[CH2:13][NH:12][CH2:11][C@H:10]2[NH:14][C:15](=[O:21])[O:16][C:17]([CH3:20])([CH3:19])[CH3:18])[CH:5]=[CH:6][C:7]=1[F:8].[F:22][C:23]([F:28])([F:27])[C@H:24]1[CH2:26][O:25]1.CCN(C(C)C)C(C)C. The product is [F:1][C:2]1[CH:3]=[C:4]([C@@H:9]2[CH2:13][N:12]([CH2:26][C@@H:24]([OH:25])[C:23]([F:28])([F:27])[F:22])[CH2:11][C@H:10]2[NH:14][C:15](=[O:21])[O:16][C:17]([CH3:18])([CH3:20])[CH3:19])[CH:5]=[CH:6][C:7]=1[F:8]. (4) The reactants are [NH2:1][C:2]1[C:7]([F:8])=[CH:6][N:5]([CH2:9][CH:10]2[CH2:12][CH2:11]2)[C:4](=[O:13])[N:3]=1.N1C=CC=CC=1.Cl[C:21]([O:23][CH2:24][CH3:25])=[O:22]. The catalyst is C(Cl)Cl. The product is [CH:10]1([CH2:9][N:5]2[CH:6]=[C:7]([F:8])[C:2]([NH:1][C:21](=[O:22])[O:23][CH2:24][CH3:25])=[N:3][C:4]2=[O:13])[CH2:12][CH2:11]1. The yield is 0.300. (5) The catalyst is CN(C=O)C.CN(C)C1C=CN=CC=1. The reactants are [NH2:1][C:2]1[N:7]=[C:6]([C:8]([OH:10])=O)[CH:5]=[C:4]([C:11]2[O:12][CH:13]=[CH:14][CH:15]=2)[N:3]=1.[CH2:16]([NH2:23])[C:17]1[CH:22]=[CH:21][CH:20]=[CH:19][CH:18]=1.CCN=C=NCCCN(C)C.Cl.O. The yield is 0.400. The product is [NH2:1][C:2]1[N:7]=[C:6]([C:8]([NH:23][CH2:16][C:17]2[CH:22]=[CH:21][CH:20]=[CH:19][CH:18]=2)=[O:10])[CH:5]=[C:4]([C:11]2[O:12][CH:13]=[CH:14][CH:15]=2)[N:3]=1. (6) The reactants are [NH2:1][C:2]1[C:7]2=[C:8]([C:17]3[CH:18]=[C:19]([CH:29]=[CH:30][CH:31]=3)[C:20]([NH:22][C:23]3[CH:28]=[CH:27][CH:26]=[CH:25][CH:24]=3)=[O:21])[CH:9]=[C:10]([CH:11]3[CH2:16][CH2:15][NH:14][CH2:13][CH2:12]3)[N:6]2[N:5]=[CH:4][N:3]=1.[CH3:32][N:33]([CH3:38])[CH2:34][C:35](O)=[O:36]. No catalyst specified. The product is [NH2:1][C:2]1[C:7]2=[C:8]([C:17]3[CH:18]=[C:19]([CH:29]=[CH:30][CH:31]=3)[C:20]([NH:22][C:23]3[CH:24]=[CH:25][CH:26]=[CH:27][CH:28]=3)=[O:21])[CH:9]=[C:10]([CH:11]3[CH2:12][CH2:13][N:14]([C:35](=[O:36])[CH2:34][N:33]([CH3:38])[CH3:32])[CH2:15][CH2:16]3)[N:6]2[N:5]=[CH:4][N:3]=1. The yield is 0.180. (7) The reactants are O([BH-](OC(C)=O)OC(C)=O)C(C)=O.[Na+].[Cl:15][C:16]1[N:21]=[C:20]([NH2:22])[CH:19]=[N:18][CH:17]=1.[CH:23]1([O:28][C:29]2[CH:30]=[C:31]([CH:34]=[CH:35][C:36]=2[O:37][CH3:38])[CH:32]=O)[CH2:27][CH2:26][CH2:25][CH2:24]1. The catalyst is ClCCCl.CC(O)=O. The product is [Cl:15][C:16]1[N:21]=[C:20]([NH:22][CH2:32][C:31]2[CH:34]=[CH:35][C:36]([O:37][CH3:38])=[C:29]([O:28][CH:23]3[CH2:27][CH2:26][CH2:25][CH2:24]3)[CH:30]=2)[CH:19]=[N:18][CH:17]=1. The yield is 0.100. (8) The reactants are [O:1]1[C:6]2[CH:7]=[CH:8][C:9]([CH:11]=O)=[CH:10][C:5]=2[O:4][CH2:3][CH2:2]1.[CH3:13][O:14][C:15]1[CH:24]=[C:23]2[C:18]([N:19]=[CH:20][C:21]([S:25][CH2:26][CH2:27][N:28]3[CH2:33][CH2:32][CH:31]([NH2:34])[CH2:30][CH2:29]3)=[N:22]2)=[CH:17][CH:16]=1. No catalyst specified. The product is [O:1]1[C:6]2[CH:7]=[CH:8][C:9]([CH2:11][NH:34][CH:31]3[CH2:30][CH2:29][N:28]([CH2:27][CH2:26][S:25][C:21]4[CH:20]=[N:19][C:18]5[C:23](=[CH:24][C:15]([O:14][CH3:13])=[CH:16][CH:17]=5)[N:22]=4)[CH2:33][CH2:32]3)=[CH:10][C:5]=2[O:4][CH2:3][CH2:2]1. The yield is 0.780. (9) The reactants are [NH2:1][C:2]1[N:3]=[C:4]([NH:19][CH:20]2[CH2:25][CH2:24][NH:23][CH2:22][CH2:21]2)[C:5]2[N:11]=[C:10]([C:12]3[CH:17]=[CH:16][C:15]([F:18])=[CH:14][CH:13]=3)[CH:9]=[CH:8][C:6]=2[N:7]=1.[O:26]([CH2:33][C:34](Cl)=[O:35])[C:27]1[CH:32]=[CH:31][CH:30]=[CH:29][CH:28]=1. No catalyst specified. The product is [NH2:1][C:2]1[N:3]=[C:4]([NH:19][CH:20]2[CH2:25][CH2:24][N:23]([C:34](=[O:35])[CH2:33][O:26][C:27]3[CH:32]=[CH:31][CH:30]=[CH:29][CH:28]=3)[CH2:22][CH2:21]2)[C:5]2[N:11]=[C:10]([C:12]3[CH:13]=[CH:14][C:15]([F:18])=[CH:16][CH:17]=3)[CH:9]=[CH:8][C:6]=2[N:7]=1. The yield is 0.190.